Task: Predict which catalyst facilitates the given reaction.. Dataset: Catalyst prediction with 721,799 reactions and 888 catalyst types from USPTO Reactant: [C:1]([Si:5]([CH3:13])([CH3:12])[O:6][CH2:7][CH2:8][CH:9]1[CH2:11][O:10]1)([CH3:4])([CH3:3])[CH3:2].[NH2:14][C:15]1[CH:16]=[CH:17][C:18]2[S:23][CH2:22][C:21](=[O:24])[NH:20][C:19]=2[CH:25]=1. Product: [C:1]([Si:5]([CH3:13])([CH3:12])[O:6][CH2:7][CH2:8][CH:9]([OH:10])[CH2:11][NH:14][C:15]1[CH:16]=[CH:17][C:18]2[S:23][CH2:22][C:21](=[O:24])[NH:20][C:19]=2[CH:25]=1)([CH3:4])([CH3:3])[CH3:2]. The catalyst class is: 88.